From a dataset of Reaction yield outcomes from USPTO patents with 853,638 reactions. Predict the reaction yield, written as a fraction of the theoretical maximum amount of product (1.0 means a 100% yield; for example, 0.34 means a 34% yield). The reactants are [CH3:1][N:2]([CH3:40])[CH2:3][CH:4]([O:7][CH:8]([O:12][C@H:13]1[CH2:37][CH2:36][C@@:35]2([CH3:38])[C:15](=[CH:16][CH2:17][C@@H:18]3[C@@H:34]2[CH2:33][CH2:32][C@@:31]2([CH3:39])[C@H:19]3[CH2:20][CH2:21][C@@H:22]2[C@H:23]([CH3:30])[CH2:24][CH2:25][CH2:26][CH:27]([CH3:29])[CH3:28])[CH2:14]1)[CH2:9][CH2:10][CH3:11])[CH2:5][OH:6].[H-].[Na+].S(O[CH2:48][CH2:49][CH2:50][CH2:51][CH2:52][CH2:53][CH2:54][CH2:55]/[CH:56]=[CH:57]\[CH2:58]/[CH:59]=[CH:60]\[CH2:61][CH2:62][CH2:63][CH2:64][CH3:65])(=O)(=O)C. The catalyst is C1(C)C=CC=CC=1. The product is [CH3:40][N:2]([CH3:1])[CH2:3][CH:4]([O:7][CH:8]([O:12][C@H:13]1[CH2:37][CH2:36][C@@:35]2([CH3:38])[C:15](=[CH:16][CH2:17][C@@H:18]3[C@@H:34]2[CH2:33][CH2:32][C@@:31]2([CH3:39])[C@H:19]3[CH2:20][CH2:21][C@@H:22]2[C@H:23]([CH3:30])[CH2:24][CH2:25][CH2:26][CH:27]([CH3:28])[CH3:29])[CH2:14]1)[CH2:9][CH2:10][CH3:11])[CH2:5][O:6][CH2:48][CH2:49][CH2:50][CH2:51][CH2:52][CH2:53][CH2:54][CH2:55]/[CH:56]=[CH:57]\[CH2:58]/[CH:59]=[CH:60]\[CH2:61][CH2:62][CH2:63][CH2:64][CH3:65]. The yield is 0.810.